This data is from Peptide-MHC class I binding affinity with 185,985 pairs from IEDB/IMGT. The task is: Regression. Given a peptide amino acid sequence and an MHC pseudo amino acid sequence, predict their binding affinity value. This is MHC class I binding data. (1) The peptide sequence is YMIKLAKEV. The MHC is HLA-B08:01 with pseudo-sequence HLA-B08:01. The binding affinity (normalized) is 0.381. (2) The MHC is HLA-A02:11 with pseudo-sequence HLA-A02:11. The peptide sequence is ERAFQNWSV. The binding affinity (normalized) is 0.0847. (3) The binding affinity (normalized) is 0.0847. The MHC is HLA-B27:05 with pseudo-sequence HLA-B27:05. The peptide sequence is ETVNFVPNY. (4) The peptide sequence is DSDPMDGCE. The MHC is HLA-B40:01 with pseudo-sequence HLA-B40:01. The binding affinity (normalized) is 0.0847. (5) The peptide sequence is FADINGKLY. The MHC is HLA-A69:01 with pseudo-sequence HLA-A69:01. The binding affinity (normalized) is 0.0847. (6) The peptide sequence is KRWIIMGLNK. The MHC is HLA-A02:01 with pseudo-sequence HLA-A02:01. The binding affinity (normalized) is 0. (7) The peptide sequence is AERGPGQMLG. The MHC is HLA-B44:02 with pseudo-sequence HLA-B44:02. The binding affinity (normalized) is 0.456.